Dataset: Catalyst prediction with 721,799 reactions and 888 catalyst types from USPTO. Task: Predict which catalyst facilitates the given reaction. (1) Reactant: CON(C)[C:4]([C:6]1[CH:7]=[C:8]([CH3:17])[C:9]2[O:10][CH2:11][C:12](=[O:16])[NH:13][C:14]=2[N:15]=1)=[O:5].[F:19][C:20]1[CH:28]=[CH:27][C:23]([CH2:24][Mg]Cl)=[CH:22][CH:21]=1. Product: [F:19][C:20]1[CH:28]=[CH:27][C:23]([CH2:24][C:4]([C:6]2[CH:7]=[C:8]([CH3:17])[C:9]3[O:10][CH2:11][C:12](=[O:16])[NH:13][C:14]=3[N:15]=2)=[O:5])=[CH:22][CH:21]=1. The catalyst class is: 1. (2) Reactant: [Br:1][C:2]1[CH:23]=[CH:22][C:5]2[N:6]([CH2:20][CH3:21])[C:7]([CH2:9][CH2:10][C:11]([C:13]3[CH:18]=[CH:17][CH:16]=[C:15]([F:19])[CH:14]=3)=O)=[N:8][C:4]=2[CH:3]=1.BrBr.[CH:26]([NH2:28])=[S:27].C(N)=O.P12(SP3(SP(SP(S3)(S1)=S)(=S)S2)=S)=S. Product: [Br:1][C:2]1[CH:23]=[CH:22][C:5]2[N:6]([CH2:20][CH3:21])[C:7]([CH2:9][C:10]3[S:27][CH:26]=[N:28][C:11]=3[C:13]3[CH:18]=[CH:17][CH:16]=[C:15]([F:19])[CH:14]=3)=[N:8][C:4]=2[CH:3]=1. The catalyst class is: 12. (3) Reactant: [F:1][C:2]([F:13])([F:12])[C:3]1[CH:4]=[C:5]([CH:9]=[CH:10][CH:11]=1)[C:6](Cl)=[O:7].[Br:14][C:15]1[CH:16]=[C:17]([CH:19]=[CH:20][C:21]=1[CH3:22])[NH2:18].C(N(CC)CC)C. Product: [Br:14][C:15]1[CH:16]=[C:17]([NH:18][C:6](=[O:7])[C:5]2[CH:9]=[CH:10][CH:11]=[C:3]([C:2]([F:13])([F:12])[F:1])[CH:4]=2)[CH:19]=[CH:20][C:21]=1[CH3:22]. The catalyst class is: 2. (4) Reactant: [CH3:1][O:2][C:3]1[CH:4]=[C:5]([NH:19][C:20]2[N:25]=[CH:24][N:23]=[C:22]([C:26]3[CH:27]=[CH:28][C:29]([O:34][C@@H:35]4[CH2:39][CH2:38][NH:37][CH2:36]4)=[C:30]([CH:33]=3)[C:31]#[N:32])[N:21]=2)[CH:6]=[CH:7][C:8]=1[N:9]1[CH2:14][CH2:13][N:12]([CH:15]2[CH2:18][O:17][CH2:16]2)[CH2:11][CH2:10]1.[C:40](O)(=[O:43])[CH2:41][OH:42].C(N(CC)C(C)C)(C)C.CN(C(ON1N=NC2C=CC=NC1=2)=[N+](C)C)C.F[P-](F)(F)(F)(F)F. Product: [OH:43][CH2:40][C:41]([N:37]1[CH2:38][CH2:39][C@@H:35]([O:34][C:29]2[CH:28]=[CH:27][C:26]([C:22]3[N:21]=[C:20]([NH:19][C:5]4[CH:6]=[CH:7][C:8]([N:9]5[CH2:10][CH2:11][N:12]([CH:15]6[CH2:16][O:17][CH2:18]6)[CH2:13][CH2:14]5)=[C:3]([O:2][CH3:1])[CH:4]=4)[N:25]=[CH:24][N:23]=3)=[CH:33][C:30]=2[C:31]#[N:32])[CH2:36]1)=[O:42]. The catalyst class is: 4. (5) The catalyst class is: 18. Reactant: [F:1][C:2]1[CH:3]=[C:4]([N:8]2[C:12](=[O:13])[NH:11][N:10]=[N:9]2)[CH:5]=[CH:6][CH:7]=1.C([O-])([O-])=O.[Cs+].[Cs+].Br[CH2:21][C:22]1[CH:27]=[CH:26][C:25]([F:28])=[CH:24][CH:23]=1. Product: [F:28][C:25]1[CH:26]=[CH:27][C:22]([CH2:21][N:11]2[C:12](=[O:13])[N:8]([C:4]3[CH:5]=[CH:6][CH:7]=[C:2]([F:1])[CH:3]=3)[N:9]=[N:10]2)=[CH:23][CH:24]=1. (6) Reactant: Br[CH2:2][C:3]1[C:7]([O:8][CH3:9])=[N:6][N:5]([C:10]2[CH:15]=[CH:14][C:13]([C:16]([F:19])([F:18])[F:17])=[CH:12][CH:11]=2)[N:4]=1.[F:20][C:21]([F:28])([F:27])[C:22]1[CH:26]=[CH:25][NH:24][N:23]=1.C(=O)([O-])[O-].[K+].[K+]. The catalyst class is: 35. Product: [CH3:9][O:8][C:7]1[C:3]([CH2:2][N:24]2[CH:25]=[CH:26][C:22]([C:21]([F:28])([F:27])[F:20])=[N:23]2)=[N:4][N:5]([C:10]2[CH:15]=[CH:14][C:13]([C:16]([F:19])([F:18])[F:17])=[CH:12][CH:11]=2)[N:6]=1.